This data is from Catalyst prediction with 721,799 reactions and 888 catalyst types from USPTO. The task is: Predict which catalyst facilitates the given reaction. (1) Reactant: Cl[C:2]1[CH:3]=[CH:4][C:5]2[N:6]([C:8]([CH:11]([C:13]3[C:14]([F:24])=[C:15]4[C:20](=[CH:21][C:22]=3[F:23])[N:19]=[CH:18][CH:17]=[CH:16]4)[CH3:12])=[CH:9][N:10]=2)[N:7]=1.[F-].[K+].[CH3:27][N:28]1[CH2:33][CH2:32][NH:31][CH2:30][CH2:29]1. Product: [F:24][C:14]1[C:13]([CH:11]([C:8]2[N:6]3[N:7]=[C:2]([N:31]4[CH2:32][CH2:33][N:28]([CH3:27])[CH2:29][CH2:30]4)[CH:3]=[CH:4][C:5]3=[N:10][CH:9]=2)[CH3:12])=[C:22]([F:23])[CH:21]=[C:20]2[C:15]=1[CH:16]=[CH:17][CH:18]=[N:19]2. The catalyst class is: 296. (2) Reactant: [S:1]1[C:5]2[CH:6]=[CH:7][CH:8]=[CH:9][C:4]=2[N:3]=[C:2]1[C:10](Cl)=[O:11].[NH2:13][CH2:14][CH2:15][CH2:16][CH2:17][OH:18].C([O-])([O-])=O.[K+].[K+]. Product: [OH:18][CH2:17][CH2:16][CH2:15][CH2:14][NH:13][C:10]([C:2]1[S:1][C:5]2[CH:6]=[CH:7][CH:8]=[CH:9][C:4]=2[N:3]=1)=[O:11]. The catalyst class is: 10.